From a dataset of Full USPTO retrosynthesis dataset with 1.9M reactions from patents (1976-2016). Predict the reactants needed to synthesize the given product. The reactants are: [F:1][C:2]1[CH:19]=[CH:18][CH:17]=[C:16]2[C:3]=1[C:4]1C=CC(C)=[CH:8][C:9]=1[C:10]12[CH2:15][CH2:14]O[CH2:12][CH2:11]1.BrN1[C:26](=O)[CH2:25][CH2:24][C:23]1=[O:28].N(C(C)(C)C#N)=NC(C)(C)C#N.Cl([O-])(=O)(=O)=O.[Na+].P([O-])(O)(O)=O.[Na+].CC(=CC)C.CC(C)=[O:60].[OH2:62]. Given the product [F:1][C:2]1[CH:19]=[CH:18][CH:17]=[C:16]2[C:3]=1[C:4]1[CH:26]=[CH:25][C:24]([C:23]([OH:28])=[O:60])=[CH:8][C:9]=1[C:10]12[CH2:11][CH2:12][O:62][CH2:14][CH2:15]1, predict the reactants needed to synthesize it.